This data is from Full USPTO retrosynthesis dataset with 1.9M reactions from patents (1976-2016). The task is: Predict the reactants needed to synthesize the given product. (1) Given the product [CH:1]1([CH2:7][CH2:8][CH2:9][C@@H:10]([C:19]2[O:23][N:22]=[C:21]([CH:24]([CH3:26])[CH3:25])[N:20]=2)[CH2:11][C:12]([OH:14])=[O:13])[CH2:6][CH2:5][CH2:4][CH2:3][CH2:2]1, predict the reactants needed to synthesize it. The reactants are: [CH:1]1([CH2:7][CH2:8][CH2:9][C@@H:10]([C:19]2[O:23][N:22]=[C:21]([CH:24]([CH3:26])[CH3:25])[N:20]=2)[CH2:11][C:12]([O:14]C(C)(C)C)=[O:13])[CH2:6][CH2:5][CH2:4][CH2:3][CH2:2]1.FC(F)(F)C(O)=O. (2) Given the product [CH3:4][CH:3]([O:5][C:10]1[CH:11]=[CH:12][C:13]2[CH2:14][N:15]([C:21]([O:23][C:24]([CH3:27])([CH3:26])[CH3:25])=[O:22])[CH2:16][CH2:17][O:18][C:19]=2[N:20]=1)[CH:2]([CH3:6])[CH3:1], predict the reactants needed to synthesize it. The reactants are: [CH3:1][CH:2]([CH3:6])[CH:3]([OH:5])[CH3:4].[H-].[Na+].Cl[C:10]1[CH:11]=[CH:12][C:13]2[CH2:14][N:15]([C:21]([O:23][C:24]([CH3:27])([CH3:26])[CH3:25])=[O:22])[CH2:16][CH2:17][O:18][C:19]=2[N:20]=1.O. (3) Given the product [Cl:1][C:2]1[CH:3]=[C:4]([NH:9][C:10](=[O:22])[CH:11]([C:15]2[CH:20]=[CH:19][C:18]([C:29]3[CH:28]=[CH:27][CH:26]=[C:25]([C:23]#[N:24])[CH:30]=3)=[CH:17][CH:16]=2)[CH2:12][CH:13]=[CH2:14])[CH:5]=[C:6]([Cl:8])[CH:7]=1, predict the reactants needed to synthesize it. The reactants are: [Cl:1][C:2]1[CH:3]=[C:4]([NH:9][C:10](=[O:22])[CH:11]([C:15]2[CH:20]=[CH:19][C:18](Br)=[CH:17][CH:16]=2)[CH2:12][CH:13]=[CH2:14])[CH:5]=[C:6]([Cl:8])[CH:7]=1.[C:23]([C:25]1[CH:26]=[C:27](B(O)O)[CH:28]=[CH:29][CH:30]=1)#[N:24].C([O-])([O-])=O.[Na+].[Na+]. (4) Given the product [CH2:1]([O:3][C:4]([C:6]1[CH:7]=[N:8][C:9]2[C:14]([C:15]=1[NH:24][C:23]1[CH:25]=[CH:26][C:27]([O:28][CH3:29])=[C:21]([O:20][CH3:19])[CH:22]=1)=[CH:13][CH:12]=[CH:11][C:10]=2[O:17][CH3:18])=[O:5])[CH3:2], predict the reactants needed to synthesize it. The reactants are: [CH2:1]([O:3][C:4]([C:6]1[CH:7]=[N:8][C:9]2[C:14]([C:15]=1Cl)=[CH:13][CH:12]=[CH:11][C:10]=2[O:17][CH3:18])=[O:5])[CH3:2].[CH3:19][O:20][C:21]1[CH:22]=[C:23]([CH:25]=[CH:26][C:27]=1[O:28][CH3:29])[NH2:24]. (5) Given the product [F:28][C:29]1[CH:34]=[CH:33][CH:32]=[CH:31][C:30]=1[C:7]1[C:8]([C:17]([O:19][CH3:20])=[O:18])=[CH:9][C:10]([C:11]([O:13][CH3:14])=[O:12])=[CH:15][CH:16]=1, predict the reactants needed to synthesize it. The reactants are: FC(F)(F)S(O[C:7]1[CH:16]=[CH:15][C:10]([C:11]([O:13][CH3:14])=[O:12])=[CH:9][C:8]=1[C:17]([O:19][CH3:20])=[O:18])(=O)=O.CN(C=O)C.[F:28][C:29]1[CH:34]=[CH:33][CH:32]=[CH:31][C:30]=1B(O)O.C(=O)([O-])[O-].[K+].[K+]. (6) Given the product [O:35]1[CH2:36][CH2:37][CH:32]([NH:31][C:12]2[N:13]=[C:8]([C:5]3[CH:6]=[CH:7][C:2]([F:1])=[CH:3][C:4]=3[CH3:30])[C:9]3[CH:21]=[CH:20][C:19](=[O:22])[N:18]([C:23]4[CH:28]=[CH:27][CH:26]=[CH:25][C:24]=4[F:29])[C:10]=3[N:11]=2)[CH2:33][CH2:34]1, predict the reactants needed to synthesize it. The reactants are: [F:1][C:2]1[CH:7]=[CH:6][C:5]([C:8]2[C:9]3[CH:21]=[CH:20][C:19](=[O:22])[N:18]([C:23]4[CH:28]=[CH:27][CH:26]=[CH:25][C:24]=4[F:29])[C:10]=3[N:11]=[C:12](S(C)(=O)=O)[N:13]=2)=[C:4]([CH3:30])[CH:3]=1.[NH2:31][CH:32]1[CH2:37][CH2:36][O:35][CH2:34][CH2:33]1. (7) Given the product [CH3:46][Si:45]([CH3:48])([CH3:47])[CH2:44][CH2:43][O:42][CH2:41][N:7]([CH2:6][O:5][CH2:4][CH2:3][Si:2]([CH3:1])([CH3:49])[CH3:50])[C:8]1[N:13]2[N:14]=[CH:15][C:16]([C:17]3[CH:18]=[N:19][C:20]([C:23]4[CH:28]=[CH:27][CH:26]=[CH:25][CH:24]=4)=[CH:21][CH:22]=3)=[C:12]2[N:11]=[C:10]([C:29]2[CH2:34][CH2:33][C:32]([CH3:40])([C:35]([O:37][CH2:38][CH3:39])=[O:36])[CH2:31][CH:30]=2)[C:9]=1[Br:58], predict the reactants needed to synthesize it. The reactants are: [CH3:1][Si:2]([CH3:50])([CH3:49])[CH2:3][CH2:4][O:5][CH2:6][N:7]([CH2:41][O:42][CH2:43][CH2:44][Si:45]([CH3:48])([CH3:47])[CH3:46])[C:8]1[N:13]2[N:14]=[CH:15][C:16]([C:17]3[CH:18]=[N:19][C:20]([C:23]4[CH:28]=[CH:27][CH:26]=[CH:25][CH:24]=4)=[CH:21][CH:22]=3)=[C:12]2[N:11]=[C:10]([C:29]2[CH2:34][CH2:33][C:32]([CH3:40])([C:35]([O:37][CH2:38][CH3:39])=[O:36])[CH2:31][CH:30]=2)[CH:9]=1.C1C(=O)N([Br:58])C(=O)C1.